This data is from Reaction yield outcomes from USPTO patents with 853,638 reactions. The task is: Predict the reaction yield, written as a fraction of the theoretical maximum amount of product (1.0 means a 100% yield; for example, 0.34 means a 34% yield). (1) The reactants are [Br:1][C:2]1[CH:3]=[CH:4]/[C:5](=N\C(=O)C)/[N:6]([CH:8]([F:10])[F:9])[CH:7]=1.[OH:15]S([O-])(=O)=O.[K+]. The catalyst is CC#N.O. The product is [Br:1][C:2]1[CH:3]=[CH:4][C:5](=[O:15])[N:6]([CH:8]([F:10])[F:9])[CH:7]=1. The yield is 0.520. (2) The reactants are [OH:1][C:2]1[CH:3]=[C:4]([CH2:9][C:10]#[N:11])[CH:5]=[CH:6][C:7]=1[OH:8].CO[C:14](OC)([CH3:16])[CH3:15].CC1C=CC(S(O)(=O)=O)=CC=1. The catalyst is C1(C)C=CC=CC=1. The product is [CH3:15][C:14]1([CH3:16])[O:8][C:7]2[CH:6]=[CH:5][C:4]([CH2:9][C:10]#[N:11])=[CH:3][C:2]=2[O:1]1. The yield is 0.200.